This data is from Full USPTO retrosynthesis dataset with 1.9M reactions from patents (1976-2016). The task is: Predict the reactants needed to synthesize the given product. (1) Given the product [CH3:1][C:2]1[CH:7]=[CH:6][CH:5]=[C:4]([CH3:8])[C:3]=1[NH:9][C:10](=[O:32])[CH2:11][N:12]1[CH2:17][CH2:16][N:15]([CH2:18][CH:19]([OH:31])[CH2:20][O:21][CH2:22][C:37]2[CH:40]=[CH:41][C:34]([F:33])=[CH:35][CH:36]=2)[CH2:14][CH2:13]1, predict the reactants needed to synthesize it. The reactants are: [CH3:1][C:2]1[CH:7]=[CH:6][CH:5]=[C:4]([CH3:8])[C:3]=1[NH:9][C:10](=[O:32])[CH2:11][N:12]1[CH2:17][CH2:16][N:15]([CH2:18][CH:19]([OH:31])[CH2:20][O:21][CH:22]2CC3C(=CC=CC=3)C2)[CH2:14][CH2:13]1.[F:33][C:34]1[CH:41]=[CH:40][C:37](CO)=[CH:36][CH:35]=1. (2) Given the product [CH3:23][O:24][C:25](=[O:33])[CH2:26][O:27][CH2:28][CH2:29][CH2:30][CH2:31][N:19]([C:10]1[CH:9]=[N:8][C:7]([C:1]2[CH:6]=[CH:5][CH:4]=[CH:3][CH:2]=2)=[C:12]([C:13]2[CH:18]=[CH:17][CH:16]=[CH:15][CH:14]=2)[N:11]=1)[CH3:20], predict the reactants needed to synthesize it. The reactants are: [C:1]1([C:7]2[N:8]=[CH:9][C:10]([NH:19][CH3:20])=[N:11][C:12]=2[C:13]2[CH:18]=[CH:17][CH:16]=[CH:15][CH:14]=2)[CH:6]=[CH:5][CH:4]=[CH:3][CH:2]=1.[H-].[Na+].[CH3:23][O:24][C:25](=[O:33])[CH2:26][O:27][CH2:28][CH2:29][CH2:30][CH2:31]Br. (3) The reactants are: [C:1](=[N:14][NH2:15])([C:8]1[CH:13]=[CH:12][CH:11]=[CH:10][CH:9]=1)[C:2]1[CH:7]=[CH:6][CH:5]=[CH:4][CH:3]=1.Cl[C:17]([O:19][CH2:20][C:21]1C=CC([N+:27]([O-])=O)=CC=1)=[O:18].CC[O:32][C:33](C)=[O:34].CC[N:38]([CH:42](C)C)C(C)C. Given the product [CH2:20]([O:19][C:17](=[O:18])[CH2:42][NH:38][C:1](=[O:32])[NH:14][NH2:15])[CH3:21].[C:1](=[N:14][NH:15][C:33]([NH2:27])=[O:34])([C:8]1[CH:9]=[CH:10][CH:11]=[CH:12][CH:13]=1)[C:2]1[CH:7]=[CH:6][CH:5]=[CH:4][CH:3]=1, predict the reactants needed to synthesize it. (4) Given the product [C:1]([O:5][C@@H:6]([C:12]1[C:13]([CH3:34])=[N:14][C:15]([CH3:33])=[C:16]([C:26]2[CH:27]=[CH:28][C:29]([O:32][CH2:40][C:39]3[S:35][CH:36]=[N:37][CH:38]=3)=[CH:30][CH:31]=2)[C:17]=1[N:18]1[CH2:19][CH2:20][C:21]([CH3:25])([CH3:24])[CH2:22][CH2:23]1)[C:7]([OH:9])=[O:8])([CH3:3])([CH3:2])[CH3:4], predict the reactants needed to synthesize it. The reactants are: [C:1]([O:5][C@@H:6]([C:12]1[C:13]([CH3:34])=[N:14][C:15]([CH3:33])=[C:16]([C:26]2[CH:31]=[CH:30][C:29]([OH:32])=[CH:28][CH:27]=2)[C:17]=1[N:18]1[CH2:23][CH2:22][C:21]([CH3:25])([CH3:24])[CH2:20][CH2:19]1)[C:7]([O:9]CC)=[O:8])([CH3:4])([CH3:3])[CH3:2].[S:35]1[C:39]([CH2:40]O)=[CH:38][N:37]=[CH:36]1.C1C=CC(P(C2C=CC=CC=2)C2C=CC=CC=2)=CC=1.CCOC(/N=N/C(OCC)=O)=O.[OH-].[Na+]. (5) Given the product [Br:1][C:2]1[CH:8]=[CH:7][C:5]([N:6]=[C:11]=[O:13])=[C:4]([Cl:9])[CH:3]=1, predict the reactants needed to synthesize it. The reactants are: [Br:1][C:2]1[CH:8]=[CH:7][C:5]([NH2:6])=[C:4]([Cl:9])[CH:3]=1.Cl[C:11](Cl)([O:13]C(=O)OC(Cl)(Cl)Cl)Cl. (6) Given the product [Cl:3][C:4]1[CH:9]=[CH:8][C:7]([C:10]([NH:12][C@H:13]([C:19]([OH:21])=[O:20])[CH2:14][C:15]([OH:17])=[O:16])=[O:11])=[C:6]([NH:23][C:24]([NH:26][C:27]2[C:28]([CH3:34])=[CH:29][CH:30]=[CH:31][C:32]=2[CH3:33])=[O:25])[CH:5]=1, predict the reactants needed to synthesize it. The reactants are: [OH-].[Li+].[Cl:3][C:4]1[CH:9]=[CH:8][C:7]([C:10]([NH:12][C@H:13]([C:19]([O:21]C)=[O:20])[CH2:14][C:15]([O:17]C)=[O:16])=[O:11])=[C:6]([NH:23][C:24]([NH:26][C:27]2[C:32]([CH3:33])=[CH:31][CH:30]=[CH:29][C:28]=2[CH3:34])=[O:25])[CH:5]=1.CO.Cl.